Dataset: NCI-60 drug combinations with 297,098 pairs across 59 cell lines. Task: Regression. Given two drug SMILES strings and cell line genomic features, predict the synergy score measuring deviation from expected non-interaction effect. (1) Drug 1: C1=NC2=C(N=C(N=C2N1C3C(C(C(O3)CO)O)O)F)N. Drug 2: C(CC(=O)O)C(=O)CN.Cl. Cell line: TK-10. Synergy scores: CSS=7.54, Synergy_ZIP=-3.58, Synergy_Bliss=-0.823, Synergy_Loewe=-0.813, Synergy_HSA=-0.648. (2) Cell line: SN12C. Synergy scores: CSS=-2.24, Synergy_ZIP=1.94, Synergy_Bliss=1.51, Synergy_Loewe=-2.73, Synergy_HSA=-3.13. Drug 2: C1CNP(=O)(OC1)N(CCCl)CCCl. Drug 1: CCC1(CC2CC(C3=C(CCN(C2)C1)C4=CC=CC=C4N3)(C5=C(C=C6C(=C5)C78CCN9C7C(C=CC9)(C(C(C8N6C=O)(C(=O)OC)O)OC(=O)C)CC)OC)C(=O)OC)O.OS(=O)(=O)O. (3) Drug 1: CN1CCC(CC1)COC2=C(C=C3C(=C2)N=CN=C3NC4=C(C=C(C=C4)Br)F)OC. Drug 2: CC1C(C(=O)NC(C(=O)N2CCCC2C(=O)N(CC(=O)N(C(C(=O)O1)C(C)C)C)C)C(C)C)NC(=O)C3=C4C(=C(C=C3)C)OC5=C(C(=O)C(=C(C5=N4)C(=O)NC6C(OC(=O)C(N(C(=O)CN(C(=O)C7CCCN7C(=O)C(NC6=O)C(C)C)C)C)C(C)C)C)N)C. Cell line: K-562. Synergy scores: CSS=30.1, Synergy_ZIP=14.3, Synergy_Bliss=10.5, Synergy_Loewe=11.1, Synergy_HSA=11.2. (4) Drug 1: CC12CCC3C(C1CCC2O)C(CC4=C3C=CC(=C4)O)CCCCCCCCCS(=O)CCCC(C(F)(F)F)(F)F. Drug 2: CC1CCCC2(C(O2)CC(NC(=O)CC(C(C(=O)C(C1O)C)(C)C)O)C(=CC3=CSC(=N3)C)C)C. Cell line: OVCAR-4. Synergy scores: CSS=39.5, Synergy_ZIP=1.54, Synergy_Bliss=1.33, Synergy_Loewe=-28.1, Synergy_HSA=2.17. (5) Drug 1: CCC(=C(C1=CC=CC=C1)C2=CC=C(C=C2)OCCN(C)C)C3=CC=CC=C3.C(C(=O)O)C(CC(=O)O)(C(=O)O)O. Drug 2: C1=CC=C(C=C1)NC(=O)CCCCCCC(=O)NO. Cell line: HL-60(TB). Synergy scores: CSS=5.11, Synergy_ZIP=5.55, Synergy_Bliss=-0.941, Synergy_Loewe=-30.2, Synergy_HSA=-12.4. (6) Drug 1: CC12CCC3C(C1CCC2O)C(CC4=C3C=CC(=C4)O)CCCCCCCCCS(=O)CCCC(C(F)(F)F)(F)F. Drug 2: CC1C(C(CC(O1)OC2CC(CC3=C2C(=C4C(=C3O)C(=O)C5=CC=CC=C5C4=O)O)(C(=O)C)O)N)O. Cell line: KM12. Synergy scores: CSS=27.9, Synergy_ZIP=-2.41, Synergy_Bliss=-4.28, Synergy_Loewe=-13.6, Synergy_HSA=-3.60. (7) Drug 1: CC1=C2C(C(=O)C3(C(CC4C(C3C(C(C2(C)C)(CC1OC(=O)C(C(C5=CC=CC=C5)NC(=O)C6=CC=CC=C6)O)O)OC(=O)C7=CC=CC=C7)(CO4)OC(=O)C)O)C)OC(=O)C. Drug 2: CNC(=O)C1=NC=CC(=C1)OC2=CC=C(C=C2)NC(=O)NC3=CC(=C(C=C3)Cl)C(F)(F)F. Cell line: CAKI-1. Synergy scores: CSS=15.4, Synergy_ZIP=-5.16, Synergy_Bliss=-1.44, Synergy_Loewe=-9.00, Synergy_HSA=-0.0492. (8) Drug 1: C1=CC=C(C(=C1)C(C2=CC=C(C=C2)Cl)C(Cl)Cl)Cl. Drug 2: CC1CCC2CC(C(=CC=CC=CC(CC(C(=O)C(C(C(=CC(C(=O)CC(OC(=O)C3CCCCN3C(=O)C(=O)C1(O2)O)C(C)CC4CCC(C(C4)OC)O)C)C)O)OC)C)C)C)OC. Cell line: KM12. Synergy scores: CSS=5.01, Synergy_ZIP=3.02, Synergy_Bliss=4.49, Synergy_Loewe=3.67, Synergy_HSA=2.40. (9) Drug 2: CS(=O)(=O)OCCCCOS(=O)(=O)C. Cell line: SK-MEL-2. Drug 1: CC1=C(C=C(C=C1)NC(=O)C2=CC=C(C=C2)CN3CCN(CC3)C)NC4=NC=CC(=N4)C5=CN=CC=C5. Synergy scores: CSS=11.4, Synergy_ZIP=-3.40, Synergy_Bliss=-9.44, Synergy_Loewe=3.02, Synergy_HSA=-4.88. (10) Drug 1: CC1=C2C(C(=O)C3(C(CC4C(C3C(C(C2(C)C)(CC1OC(=O)C(C(C5=CC=CC=C5)NC(=O)C6=CC=CC=C6)O)O)OC(=O)C7=CC=CC=C7)(CO4)OC(=O)C)O)C)OC(=O)C. Drug 2: C(CCl)NC(=O)N(CCCl)N=O. Cell line: A498. Synergy scores: CSS=40.9, Synergy_ZIP=2.01, Synergy_Bliss=2.42, Synergy_Loewe=-32.5, Synergy_HSA=2.53.